This data is from Forward reaction prediction with 1.9M reactions from USPTO patents (1976-2016). The task is: Predict the product of the given reaction. (1) Given the reactants [CH2:1]([CH:8]1[CH2:13][CH2:12][NH:11][CH2:10][CH2:9]1)[C:2]1[CH:7]=[CH:6][CH:5]=[CH:4][CH:3]=1.Cl[CH2:15][CH2:16][OH:17].C([O-])([O-])=O.[K+].[K+], predict the reaction product. The product is: [CH2:1]([CH:8]1[CH2:13][CH2:12][N:11]([CH2:15][CH2:16][OH:17])[CH2:10][CH2:9]1)[C:2]1[CH:7]=[CH:6][CH:5]=[CH:4][CH:3]=1. (2) Given the reactants [CH3:1][O:2][CH:3]1[CH2:8][CH2:7][N:6]([C:9]2[N:14]=[C:13]([NH:15][C:16]3[N:21]=[CH:20][C:19]4[N:22]([CH3:38])[C:23]([C:25]5[CH:26]=[N:27][N:28](COCC[Si](C)(C)C)[CH:29]=5)=[N:24][C:18]=4[CH:17]=3)[CH:12]=[CH:11][N:10]=2)[CH2:5][CH2:4]1.[ClH:39], predict the reaction product. The product is: [ClH:39].[ClH:39].[CH3:1][O:2][CH:3]1[CH2:4][CH2:5][N:6]([C:9]2[N:14]=[C:13]([NH:15][C:16]3[N:21]=[CH:20][C:19]4[N:22]([CH3:38])[C:23]([C:25]5[CH:29]=[N:28][NH:27][CH:26]=5)=[N:24][C:18]=4[CH:17]=3)[CH:12]=[CH:11][N:10]=2)[CH2:7][CH2:8]1. (3) Given the reactants C[O:2][C:3]([C:5]1[CH:10]=[CH:9][C:8]([CH2:11][CH2:12][C:13]2[CH:18]=[CH:17][C:16]([NH:19][C:20]([C:22]3[C:26]4[CH2:27][CH2:28][CH2:29][CH2:30][C:25]=4[S:24][C:23]=3[NH:31][C:32]([C:34]3[CH:35]=[C:36]([S:40]([N:43]([CH3:55])[CH2:44][C@@H:45]([C@H:47]([C@@H:49]([C@@H:51]([CH2:53][OH:54])[OH:52])[OH:50])[OH:48])[OH:46])(=[O:42])=[O:41])[CH:37]=[CH:38][CH:39]=3)=[O:33])=[O:21])=[CH:15][CH:14]=2)=[CH:7][CH:6]=1)=[O:4].[OH-].[Na+:57], predict the reaction product. The product is: [C:3]([C:5]1[CH:10]=[CH:9][C:8]([CH2:11][CH2:12][C:13]2[CH:14]=[CH:15][C:16]([NH:19][C:20]([C:22]3[C:26]4[CH2:27][CH2:28][CH2:29][CH2:30][C:25]=4[S:24][C:23]=3[NH:31][C:32]([C:34]3[CH:35]=[C:36]([S:40]([N:43]([CH3:55])[CH2:44][C@@H:45]([C@H:47]([C@@H:49]([C@@H:51]([CH2:53][OH:54])[OH:52])[OH:50])[OH:48])[OH:46])(=[O:41])=[O:42])[CH:37]=[CH:38][CH:39]=3)=[O:33])=[O:21])=[CH:17][CH:18]=2)=[CH:7][CH:6]=1)([O-:4])=[O:2].[Na+:57].